Task: Regression. Given two drug SMILES strings and cell line genomic features, predict the synergy score measuring deviation from expected non-interaction effect.. Dataset: NCI-60 drug combinations with 297,098 pairs across 59 cell lines (1) Drug 1: CN1CCC(CC1)COC2=C(C=C3C(=C2)N=CN=C3NC4=C(C=C(C=C4)Br)F)OC. Drug 2: C1CCC(C(C1)N)N.C(=O)(C(=O)[O-])[O-].[Pt+4]. Cell line: NCI/ADR-RES. Synergy scores: CSS=29.5, Synergy_ZIP=-4.33, Synergy_Bliss=6.12, Synergy_Loewe=0.255, Synergy_HSA=7.37. (2) Drug 1: C1CCN(CC1)CCOC2=CC=C(C=C2)C(=O)C3=C(SC4=C3C=CC(=C4)O)C5=CC=C(C=C5)O. Drug 2: CS(=O)(=O)C1=CC(=C(C=C1)C(=O)NC2=CC(=C(C=C2)Cl)C3=CC=CC=N3)Cl. Cell line: NCI-H322M. Synergy scores: CSS=-7.67, Synergy_ZIP=-0.928, Synergy_Bliss=-7.88, Synergy_Loewe=-9.23, Synergy_HSA=-9.18. (3) Drug 1: CC1C(C(=O)NC(C(=O)N2CCCC2C(=O)N(CC(=O)N(C(C(=O)O1)C(C)C)C)C)C(C)C)NC(=O)C3=C4C(=C(C=C3)C)OC5=C(C(=O)C(=C(C5=N4)C(=O)NC6C(OC(=O)C(N(C(=O)CN(C(=O)C7CCCN7C(=O)C(NC6=O)C(C)C)C)C)C(C)C)C)N)C. Drug 2: CCC1(CC2CC(C3=C(CCN(C2)C1)C4=CC=CC=C4N3)(C5=C(C=C6C(=C5)C78CCN9C7C(C=CC9)(C(C(C8N6C)(C(=O)OC)O)OC(=O)C)CC)OC)C(=O)OC)O.OS(=O)(=O)O. Cell line: T-47D. Synergy scores: CSS=-3.59, Synergy_ZIP=5.51, Synergy_Bliss=4.39, Synergy_Loewe=-3.63, Synergy_HSA=-3.70. (4) Cell line: CAKI-1. Synergy scores: CSS=7.27, Synergy_ZIP=-1.49, Synergy_Bliss=0.426, Synergy_Loewe=2.33, Synergy_HSA=2.64. Drug 2: CN(C)C1=NC(=NC(=N1)N(C)C)N(C)C. Drug 1: C1CC(=O)NC(=O)C1N2CC3=C(C2=O)C=CC=C3N. (5) Drug 1: C1CN1C2=NC(=NC(=N2)N3CC3)N4CC4. Drug 2: C1CCC(C(C1)N)N.C(=O)(C(=O)[O-])[O-].[Pt+4]. Cell line: NCI-H522. Synergy scores: CSS=60.3, Synergy_ZIP=-3.86, Synergy_Bliss=-4.44, Synergy_Loewe=-0.847, Synergy_HSA=1.55. (6) Drug 1: C1CC(=O)NC(=O)C1N2CC3=C(C2=O)C=CC=C3N. Drug 2: CS(=O)(=O)OCCCCOS(=O)(=O)C. Cell line: HS 578T. Synergy scores: CSS=11.7, Synergy_ZIP=2.55, Synergy_Bliss=6.27, Synergy_Loewe=1.61, Synergy_HSA=1.61. (7) Synergy scores: CSS=40.9, Synergy_ZIP=-6.37, Synergy_Bliss=-7.62, Synergy_Loewe=-24.7, Synergy_HSA=-8.55. Drug 1: C1CCC(C1)C(CC#N)N2C=C(C=N2)C3=C4C=CNC4=NC=N3. Drug 2: C#CCC(CC1=CN=C2C(=N1)C(=NC(=N2)N)N)C3=CC=C(C=C3)C(=O)NC(CCC(=O)O)C(=O)O. Cell line: SR. (8) Synergy scores: CSS=12.3, Synergy_ZIP=-9.08, Synergy_Bliss=-5.62, Synergy_Loewe=-12.8, Synergy_HSA=-5.65. Cell line: PC-3. Drug 2: CCC1(CC2CC(C3=C(CCN(C2)C1)C4=CC=CC=C4N3)(C5=C(C=C6C(=C5)C78CCN9C7C(C=CC9)(C(C(C8N6C=O)(C(=O)OC)O)OC(=O)C)CC)OC)C(=O)OC)O.OS(=O)(=O)O. Drug 1: C1=CN(C(=O)N=C1N)C2C(C(C(O2)CO)O)O.Cl.